Task: Predict the reaction yield, written as a fraction of the theoretical maximum amount of product (1.0 means a 100% yield; for example, 0.34 means a 34% yield).. Dataset: Reaction yield outcomes from USPTO patents with 853,638 reactions (1) The reactants are [CH2:1]([C:5]1[O:9][C:8]([C@H:10]2[CH2:13][C@@H:12]([NH:14][C:15]([C@:17]34[CH2:46][CH2:45][C@@H:44]([C:47]([CH3:49])=[CH2:48])[C@@H:18]3[C@@H:19]3[C@@:32]([CH3:35])([CH2:33][CH2:34]4)[C@@:31]4([CH3:36])[C@@H:22]([C@@:23]5([CH3:43])[C@H:28]([CH2:29][CH2:30]4)[C:27]([CH3:38])([CH3:37])[C@H:26](CC([O-])=O)[CH2:25][CH2:24]5)[CH2:21][CH2:20]3)=[O:16])[C:11]2([CH3:51])[CH3:50])=[N:7][N:6]=1)[CH:2]([CH3:4])[CH3:3].C(=O)([O-])[O-:53].[K+].[K+]. The catalyst is C1COCC1.CO.C(Cl)(Cl)Cl. The product is [OH:53][C@H:26]1[CH2:25][CH2:24][C@@:23]2([CH3:43])[C@@H:28]([CH2:29][CH2:30][C@:31]3([CH3:36])[C@@H:22]2[CH2:21][CH2:20][C@H:19]2[C@@:32]3([CH3:35])[CH2:33][CH2:34][C@@:17]3([C:15]([NH:14][C@@H:12]4[CH2:13][C@H:10]([C:8]5[O:9][C:5]([CH2:1][CH:2]([CH3:3])[CH3:4])=[N:6][N:7]=5)[C:11]4([CH3:50])[CH3:51])=[O:16])[CH2:46][CH2:45][C@@H:44]([C:47]([CH3:49])=[CH2:48])[C@@H:18]32)[C:27]1([CH3:38])[CH3:37]. The yield is 0.910. (2) The reactants are [NH2:1][C@@H:2]1[C:11]2[C:6](=[CH:7][CH:8]=[CH:9][CH:10]=2)[C@H:5]([OH:12])[CH2:4][CH2:3]1.[H-].[Na+].F[C:16]1[CH:17]=[CH:18][C:19]2[N:20]([C:22]([N:25]3[CH2:29][CH2:28][C@H:27]([CH2:30][O:31][Si:32]([CH:39]([CH3:41])[CH3:40])([CH:36]([CH3:38])[CH3:37])[CH:33]([CH3:35])[CH3:34])[CH2:26]3)=[N:23][N:24]=2)[CH:21]=1.O. The catalyst is CN(C=O)C. The product is [CH:39]([Si:32]([CH:33]([CH3:35])[CH3:34])([CH:36]([CH3:38])[CH3:37])[O:31][CH2:30][C@H:27]1[CH2:28][CH2:29][N:25]([C:22]2[N:20]3[CH:21]=[C:16]([O:12][C@H:5]4[C:6]5[C:11](=[CH:10][CH:9]=[CH:8][CH:7]=5)[C@@H:2]([NH2:1])[CH2:3][CH2:4]4)[CH:17]=[CH:18][C:19]3=[N:24][N:23]=2)[CH2:26]1)([CH3:40])[CH3:41]. The yield is 0.370. (3) The reactants are [CH3:1][P:2](=[O:7])([CH:5]=[CH2:6])[CH:3]=[CH2:4].[CH2:8]([NH2:15])[C:9]1[CH:14]=[CH:13][CH:12]=[CH:11][CH:10]=1. The catalyst is C1COCC1.O. The product is [CH2:8]([N:15]1[CH2:6][CH2:5][P:2](=[O:7])([CH3:1])[CH2:3][CH2:4]1)[C:9]1[CH:14]=[CH:13][CH:12]=[CH:11][CH:10]=1. The yield is 0.640. (4) The reactants are [CH3:1][O:2][C:3](=[O:20])[C:4]1[C:9](B2OC(C)(C)C(C)(C)O2)=[CH:8][CH:7]=[CH:6][C:5]=1[F:19].Cl[C:22]1[N:27]=[CH:26][CH:25]=[CH:24][N:23]=1.C(=O)([O-])[O-].[Na+].[Na+]. The catalyst is O.CC(OC)(C)C. The product is [CH3:1][O:2][C:3](=[O:20])[C:4]1[C:9]([C:22]2[N:27]=[CH:26][CH:25]=[CH:24][N:23]=2)=[CH:8][CH:7]=[CH:6][C:5]=1[F:19]. The yield is 0.300.